This data is from Merck oncology drug combination screen with 23,052 pairs across 39 cell lines. The task is: Regression. Given two drug SMILES strings and cell line genomic features, predict the synergy score measuring deviation from expected non-interaction effect. (1) Drug 1: C#Cc1cccc(Nc2ncnc3cc(OCCOC)c(OCCOC)cc23)c1. Drug 2: COC1CC2CCC(C)C(O)(O2)C(=O)C(=O)N2CCCCC2C(=O)OC(C(C)CC2CCC(OP(C)(C)=O)C(OC)C2)CC(=O)C(C)C=C(C)C(O)C(OC)C(=O)C(C)CC(C)C=CC=CC=C1C. Cell line: CAOV3. Synergy scores: synergy=62.7. (2) Drug 1: C=CCn1c(=O)c2cnc(Nc3ccc(N4CCN(C)CC4)cc3)nc2n1-c1cccc(C(C)(C)O)n1. Drug 2: Cn1c(=O)n(-c2ccc(C(C)(C)C#N)cc2)c2c3cc(-c4cnc5ccccc5c4)ccc3ncc21. Cell line: LNCAP. Synergy scores: synergy=61.9. (3) Drug 1: O=S1(=O)NC2(CN1CC(F)(F)F)C1CCC2Cc2cc(C=CCN3CCC(C(F)(F)F)CC3)ccc2C1. Drug 2: CC(C)CC(NC(=O)C(Cc1ccccc1)NC(=O)c1cnccn1)B(O)O. Cell line: COLO320DM. Synergy scores: synergy=17.1. (4) Drug 1: CS(=O)(=O)CCNCc1ccc(-c2ccc3ncnc(Nc4ccc(OCc5cccc(F)c5)c(Cl)c4)c3c2)o1. Drug 2: CC(C)CC(NC(=O)C(Cc1ccccc1)NC(=O)c1cnccn1)B(O)O. Cell line: EFM192B. Synergy scores: synergy=-5.29. (5) Drug 1: C=CCn1c(=O)c2cnc(Nc3ccc(N4CCN(C)CC4)cc3)nc2n1-c1cccc(C(C)(C)O)n1. Drug 2: Cn1cc(-c2cnn3c(N)c(Br)c(C4CCCNC4)nc23)cn1. Cell line: SKMES1. Synergy scores: synergy=4.10.